Dataset: Full USPTO retrosynthesis dataset with 1.9M reactions from patents (1976-2016). Task: Predict the reactants needed to synthesize the given product. (1) Given the product [Cl:32][C:33]1[CH:34]=[C:35]([N:40]2[CH2:45][CH2:44][N:43]([C:17]([C:3]3[C:4]([C:7]4[CH:12]=[CH:11][CH:10]=[C:9]([C:13]([F:14])([F:15])[F:16])[CH:8]=4)=[N:5][O:6][C:2]=3[CH3:1])=[O:19])[CH2:42][CH2:41]2)[CH:36]=[CH:37][C:38]=1[Cl:39], predict the reactants needed to synthesize it. The reactants are: [CH3:1][C:2]1[O:6][N:5]=[C:4]([C:7]2[CH:12]=[CH:11][CH:10]=[C:9]([C:13]([F:16])([F:15])[F:14])[CH:8]=2)[C:3]=1[C:17]([OH:19])=O.Cl.C(N=C=NCCCN(C)C)C.[Cl:32][C:33]1[CH:34]=[C:35]([N:40]2[CH2:45][CH2:44][NH:43][CH2:42][CH2:41]2)[CH:36]=[CH:37][C:38]=1[Cl:39]. (2) Given the product [Br:1][C:2]1[CH:3]=[C:4]([F:14])[C:5]([C@H:8]([NH:10][C:11](=[O:13])[CH3:12])[CH3:9])=[N:6][CH:7]=1, predict the reactants needed to synthesize it. The reactants are: [Br:1][C:2]1[CH:3]=[C:4]([F:14])[C:5]([C:8]([NH:10][C:11](=[O:13])[CH3:12])=[CH2:9])=[N:6][CH:7]=1. (3) Given the product [CH3:32][N:33]([CH3:34])[C:2]1[C:15]2[C:14](=[O:16])[N:13]([C:17]3[CH:18]=[C:19]([C:23]4[O:27][C:26](=[O:28])[N:25]([CH3:29])[N:24]=4)[CH:20]=[CH:21][CH:22]=3)[CH2:12][C@H:11]3[N:7]([CH2:8][CH2:9][CH2:10]3)[C:6]=2[N:5]=[C:4]([S:30][CH3:31])[N:3]=1, predict the reactants needed to synthesize it. The reactants are: Cl[C:2]1[C:15]2[C:14](=[O:16])[N:13]([C:17]3[CH:18]=[C:19]([C:23]4[O:27][C:26](=[O:28])[N:25]([CH3:29])[N:24]=4)[CH:20]=[CH:21][CH:22]=3)[CH2:12][C@H:11]3[N:7]([CH2:8][CH2:9][CH2:10]3)[C:6]=2[N:5]=[C:4]([S:30][CH3:31])[N:3]=1.[CH3:32][NH:33][CH3:34].C1COCC1.